From a dataset of Forward reaction prediction with 1.9M reactions from USPTO patents (1976-2016). Predict the product of the given reaction. (1) Given the reactants [CH:1]([C:4]1[CH:13]=[C:12]2[C:7]([C:8](=[O:20])[N:9]([NH:15][S:16]([CH3:19])(=[O:18])=[O:17])[C:10](=[O:14])[NH:11]2)=[CH:6][C:5]=1[C:21]1[N:22]([CH3:26])[N:23]=[CH:24][CH:25]=1)([CH3:3])[CH3:2].Cl[C:28]([O:30][CH2:31][CH2:32][CH2:33][CH2:34][CH2:35][CH3:36])=[O:29], predict the reaction product. The product is: [CH2:31]([O:30][C:28](=[O:29])[N:15]([N:9]1[C:8](=[O:20])[C:7]2[C:12](=[CH:13][C:4]([CH:1]([CH3:3])[CH3:2])=[C:5]([C:21]3[N:22]([CH3:26])[N:23]=[CH:24][CH:25]=3)[CH:6]=2)[NH:11][C:10]1=[O:14])[S:16]([CH3:19])(=[O:17])=[O:18])[CH2:32][CH2:33][CH2:34][CH2:35][CH3:36]. (2) Given the reactants O.O.[Sn](Cl)Cl.[CH2:6]([NH:13][S:14]([C:17]1[CH:22]=[CH:21][C:20]([C:23]2[CH:28]=[CH:27][C:26]([N+:29]([O-])=O)=[CH:25][CH:24]=2)=[CH:19][CH:18]=1)(=[O:16])=[O:15])[C:7]1[CH:12]=[CH:11][CH:10]=[CH:9][CH:8]=1, predict the reaction product. The product is: [NH2:29][C:26]1[CH:27]=[CH:28][C:23]([C:20]2[CH:19]=[CH:18][C:17]([S:14]([NH:13][CH2:6][C:7]3[CH:8]=[CH:9][CH:10]=[CH:11][CH:12]=3)(=[O:16])=[O:15])=[CH:22][CH:21]=2)=[CH:24][CH:25]=1. (3) Given the reactants Br[C:2]1[C:3]2[C:4]3[CH2:15][CH2:14][N:13]([C:16]([O:18][C:19]([CH3:22])([CH3:21])[CH3:20])=[O:17])[CH2:12][CH2:11][C:5]=3[NH:6][C:7]=2[CH:8]=[CH:9][CH:10]=1.[CH2:23](COC)OC.C([O-])([O-])=O.[Na+].[Na+].C(OCC)(=O)C.[CH3:41][CH2:42][CH2:43][CH2:44][CH2:45][CH3:46], predict the reaction product. The product is: [CH3:23][C:43]1[CH:42]=[CH:41][CH:46]=[CH:45][C:44]=1[C:2]1[C:3]2[C:4]3[CH2:15][CH2:14][N:13]([C:16]([O:18][C:19]([CH3:21])([CH3:20])[CH3:22])=[O:17])[CH2:12][CH2:11][C:5]=3[NH:6][C:7]=2[CH:8]=[CH:9][CH:10]=1. (4) Given the reactants [NH:1]1[CH2:6][CH2:5][CH:4]([OH:7])[CH2:3][CH2:2]1.CCN(CC)CC.Cl[C:16]([O:18][CH:19]([CH3:21])[CH3:20])=[O:17], predict the reaction product. The product is: [OH:7][CH:4]1[CH2:5][CH2:6][N:1]([C:16]([O:18][CH:19]([CH3:21])[CH3:20])=[O:17])[CH2:2][CH2:3]1. (5) Given the reactants [C:1](=[O:4])([OH:3])[OH:2].N[C@H:6]([C:10](O)=O)[CH:7]([CH3:9])[CH3:8].C(=O)(O)O.[NH2:17][C@H](C(O)=O)[C@H](CC)C.C(=O)(O)O.N[C@H](C(O)=O)CCC(=O)N.C(=O)(O)O.NCCC(O)=O.P(OC[C@H]1O[C@@H](N2C3N=CN=C(N)C=3N=C2)[C@H](O)[C@@H]1O)(OP(OP(O)(O)=O)([O-])=O)(=O)[O-].[Na+].[Na+].[C@H]1(O)[C@H](O)O[C@@H]2C(O)C(O[C@H]12)=O.C[C@H]1[C@H](C)[C@@H]2[C@@](C(O)=O)(CC[C@@]3(C)[C@]4(C)CC[C@H]5C(C)(C)[C@@H](O)[C@H](O)C[C@]5(C)[C@H]4CC=C32)CC1.C(O)[C@H]1O[C@H](OC[C@H]2OC(O)(CO)[C@@H](O)[C@@H]2O)[C@H](O)[C@@H](O)[C@@H]1O.O=C[C@@H]([C@@H]([C@@H](CO)O)O)O, predict the reaction product. The product is: [C:1](=[O:2])([OH:4])[OH:3].[NH2:17][C@H:10]([C:1]([OH:2])=[O:4])[CH2:6][CH:7]([CH3:9])[CH3:8]. (6) Given the reactants [I:1][C:2]1[C:7]([O:8][CH3:9])=[CH:6][C:5]([CH:10]([OH:15])[C:11]([CH3:14])([CH3:13])[CH3:12])=[C:4]([N+:16]([O-:18])=[O:17])[CH:3]=1.[C@:19]12([CH3:31])[C:25]([CH3:27])([CH3:26])[CH:22]([CH2:23][CH2:24]1)[CH2:21][CH:20]2[C:28](Cl)=[O:29], predict the reaction product. The product is: [C@:19]12([CH3:31])[C:25]([CH3:26])([CH3:27])[CH:22]([CH2:23][CH2:24]1)[CH2:21][CH:20]2[C:28]([O:15][CH:10]([C:5]1[CH:6]=[C:7]([O:8][CH3:9])[C:2]([I:1])=[CH:3][C:4]=1[N+:16]([O-:18])=[O:17])[C:11]([CH3:14])([CH3:13])[CH3:12])=[O:29].